Task: Predict the reaction yield, written as a fraction of the theoretical maximum amount of product (1.0 means a 100% yield; for example, 0.34 means a 34% yield).. Dataset: Reaction yield outcomes from USPTO patents with 853,638 reactions (1) The reactants are [C:1]([O:22]CC)(=[O:21])/[CH:2]=[CH:3]\[CH:4]=[CH:5][CH:6]=[CH:7][CH:8]=[CH:9][CH:10]=[CH:11][CH2:12][CH2:13][CH2:14][CH2:15][CH2:16][CH2:17][CH2:18][CH2:19][CH3:20].[OH-].[Na+].O.Cl. The catalyst is CO. The product is [C:1]([OH:22])(=[O:21])/[CH:2]=[CH:3]\[CH:4]=[CH:5][CH:6]=[CH:7][CH:8]=[CH:9][CH:10]=[CH:11][CH2:12][CH2:13][CH2:14][CH2:15][CH2:16][CH2:17][CH2:18][CH2:19][CH3:20]. The yield is 0.960. (2) The reactants are [CH3:1][C:2]1[C:3]([CH:8]2[CH2:13][CH2:12][CH2:11][CH:10]([C:14]3[C:19]([CH3:20])=[CH:18][CH:17]=[CH:16][N:15]=3)[NH:9]2)=[N:4][CH:5]=[CH:6][CH:7]=1.[N+:21]([C:24]1[CH:31]=[CH:30][CH:29]=[CH:28][C:25]=1[CH2:26]Br)([O-:23])=[O:22].CCN(C(C)C)C(C)C. The catalyst is CN(C=O)C. The product is [CH3:1][C:2]1[C:3]([CH:8]2[CH2:13][CH2:12][CH2:11][CH:10]([C:14]3[C:19]([CH3:20])=[CH:18][CH:17]=[CH:16][N:15]=3)[N:9]2[CH2:26][C:25]2[CH:28]=[CH:29][CH:30]=[CH:31][C:24]=2[N+:21]([O-:23])=[O:22])=[N:4][CH:5]=[CH:6][CH:7]=1. The yield is 0.900.